From a dataset of Full USPTO retrosynthesis dataset with 1.9M reactions from patents (1976-2016). Predict the reactants needed to synthesize the given product. (1) Given the product [OH:19][C:16]1([C:1]2[CH:2]=[C:3]([CH3:4])[CH:21]=[CH:22][C:23]=2[CH2:24][OH:20])[CH2:17][CH2:18][N:13]([C:6]([O:8][C:9]([CH3:12])([CH3:11])[CH3:10])=[O:7])[CH2:14][CH2:15]1, predict the reactants needed to synthesize it. The reactants are: [CH2:1]([Li])[CH2:2][CH2:3][CH3:4].[C:6]([N:13]1[CH2:18][CH2:17][C:16](=[O:19])[CH2:15][CH2:14]1)([O:8][C:9]([CH3:12])([CH3:11])[CH3:10])=[O:7].[O:20]1[CH2:24][CH2:23][CH2:22][CH2:21]1. (2) The reactants are: [Cl:1][C:2]1[CH:9]=[C:8]([OH:10])[CH:7]=[CH:6][C:3]=1[CH:4]=[O:5].[CH3:11][N:12]([CH3:17])[C:13](=[O:16])[CH2:14]Cl.C(=O)([O-])[O-].[Cs+].[Cs+].[I-].[Na+].C(=O)([O-])[O-].[K+].[K+].[I-].[K+]. Given the product [Cl:1][C:2]1[CH:9]=[C:8]([CH:7]=[CH:6][C:3]=1[CH:4]=[O:5])[O:10][CH2:14][C:13]([N:12]([CH3:17])[CH3:11])=[O:16], predict the reactants needed to synthesize it. (3) Given the product [CH3:2][O:3][C:4]1[CH:5]=[C:6]2[C:11](=[CH:12][CH:13]=1)[CH2:10][N:9]([C:25]([O:27][C:28]([CH3:31])([CH3:30])[CH3:29])=[O:26])[CH2:8][CH:7]2[C:14]([O:16][CH3:17])=[O:15], predict the reactants needed to synthesize it. The reactants are: Cl.[CH3:2][O:3][C:4]1[CH:5]=[C:6]2[C:11](=[CH:12][CH:13]=1)[CH2:10][NH:9][CH2:8][CH:7]2[C:14]([O:16][CH3:17])=[O:15].C(N(CC)CC)C.[C:25](O[C:25]([O:27][C:28]([CH3:31])([CH3:30])[CH3:29])=[O:26])([O:27][C:28]([CH3:31])([CH3:30])[CH3:29])=[O:26].O. (4) Given the product [CH3:30][O:29]/[N:28]=[C:17]1\[CH2:16][C@@H:15]2[C@@H:25]([C@:23]3([CH3:24])[CH:18]\1[CH2:19][C:20](=[O:50])[CH2:21][CH2:22]3)[CH2:26][CH2:27][C@@:4]1([CH3:5])[C@H:6]2[CH2:7][CH2:8][C:3]1=[O:12], predict the reactants needed to synthesize it. The reactants are: C1CO[C:8]23OCC[O:12][C:3]2([C@:4]2([CH2:27][CH2:26][C@H:25]4[C@@H:15]([CH2:16]/[C:17](=[N:28]\[O:29][CH3:30])/[CH:18]5[C@:23]4([CH3:24])[CH2:22][CH2:21][CH2:20][CH2:19]5)[C@@H:6]2[CH2:7]3)[CH3:5])O1.C=C1C2[C@](C)(CCC(=[O:50])C2)[C@@H]2[C@H]([C@H]3[C@@](CC2)(C)C(=O)CC3)C1. (5) Given the product [OH:2][N:3]=[C:15]([C:12]1[CH:13]=[CH:14][C:9]([S:8][C:5]([F:7])([F:4])[F:6])=[CH:10][CH:11]=1)[NH2:16], predict the reactants needed to synthesize it. The reactants are: [Cl-].[OH:2][NH3+:3].[F:4][C:5]([S:8][C:9]1[CH:14]=[CH:13][C:12]([C:15]#[N:16])=[CH:11][CH:10]=1)([F:7])[F:6].C(N(CC)CC)C.O. (6) Given the product [OH:15][C:9]1[CH:8]=[CH:7][C:6]2[O:1][CH2:2][C:3](=[O:11])[NH:4][C:5]=2[CH:10]=1, predict the reactants needed to synthesize it. The reactants are: [O:1]1[C:6]2[CH:7]=[CH:8][CH:9]=[CH:10][C:5]=2[NH:4][C:3](=[O:11])[CH2:2]1.FC(F)(F)C(OI(C1C=CC=CC=1)OC(=O)C(F)(F)F)=[O:15]. (7) Given the product [OH:21][C:22]1[CH:30]=[C:29]([CH3:31])[CH:28]=[CH:27][C:23]=1[C:24](=[O:25])[CH2:14][C:13]([O:16][C:17]([CH3:20])([CH3:19])[CH3:18])=[O:15], predict the reactants needed to synthesize it. The reactants are: C(NC(C)C)(C)C.[Li]CCCC.[C:13]([O:16][C:17]([CH3:20])([CH3:19])[CH3:18])(=[O:15])[CH3:14].[OH:21][C:22]1[CH:30]=[C:29]([CH3:31])[CH:28]=[CH:27][C:23]=1[C:24](Cl)=[O:25]. (8) Given the product [ClH:34].[CH3:1][N:2]1[CH2:3][CH2:4][N:5]([C:8]2[C:17]3[C:12](=[CH:13][CH:14]=[CH:15][CH:16]=3)[CH:11]=[C:10]([NH:18][S:31]([C:25]3[CH:30]=[CH:29][CH:28]=[CH:27][CH:26]=3)(=[O:33])=[O:32])[N:9]=2)[CH2:6][CH2:7]1, predict the reactants needed to synthesize it. The reactants are: [CH3:1][N:2]1[CH2:7][CH2:6][N:5]([C:8]2[C:17]3[C:12](=[CH:13][CH:14]=[CH:15][CH:16]=3)[CH:11]=[C:10]([NH2:18])[N:9]=2)[CH2:4][CH2:3]1.N1C=CC=CC=1.[C:25]1([S:31]([Cl:34])(=[O:33])=[O:32])[CH:30]=[CH:29][CH:28]=[CH:27][CH:26]=1.